Dataset: Peptide-MHC class II binding affinity with 134,281 pairs from IEDB. Task: Regression. Given a peptide amino acid sequence and an MHC pseudo amino acid sequence, predict their binding affinity value. This is MHC class II binding data. (1) The peptide sequence is SNKSVVIPKLDELGN. The MHC is DRB1_0101 with pseudo-sequence DRB1_0101. The binding affinity (normalized) is 0.386. (2) The peptide sequence is FTVFEAAFNNAIKAG. The MHC is DRB1_0301 with pseudo-sequence DRB1_0301. The binding affinity (normalized) is 0.133.